Dataset: Full USPTO retrosynthesis dataset with 1.9M reactions from patents (1976-2016). Task: Predict the reactants needed to synthesize the given product. (1) Given the product [Br:20][CH2:31][CH:30]([O:33][CH2:34][CH3:35])[CH2:29][C:26]1[CH:27]=[CH:28][C:23]([Cl:22])=[CH:24][CH:25]=1, predict the reactants needed to synthesize it. The reactants are: C1(P(C2C=CC=CC=2)C2C=CC=CC=2)C=CC=CC=1.[Br:20]Br.[Cl:22][C:23]1[CH:28]=[CH:27][C:26]([CH2:29][CH:30]([O:33][CH2:34][CH3:35])[CH2:31]O)=[CH:25][CH:24]=1. (2) Given the product [CH3:1][O:2][C:3](=[O:14])[C:4]1[CH:9]=[C:8]([N+:10]([O-:12])=[O:11])[CH:7]=[CH:6][C:5]=1[CH2:13][Br:22], predict the reactants needed to synthesize it. The reactants are: [CH3:1][O:2][C:3](=[O:14])[C:4]1[CH:9]=[C:8]([N+:10]([O-:12])=[O:11])[CH:7]=[CH:6][C:5]=1[CH3:13].C1C(=O)N([Br:22])C(=O)C1.C(OOC(=O)C1C=CC=CC=1)(=O)C1C=CC=CC=1. (3) Given the product [CH2:15]([S:22][CH2:23][CH2:24][NH:25][C:9](=[O:10])[C:8]1[C:3]([C:2]([F:13])([F:12])[F:1])=[CH:4][CH:5]=[N:6][CH:7]=1)[C:16]1[CH:21]=[CH:20][CH:19]=[CH:18][CH:17]=1, predict the reactants needed to synthesize it. The reactants are: [F:1][C:2]([F:13])([F:12])[C:3]1[C:8]([C:9](Cl)=[O:10])=[CH:7][N:6]=[CH:5][CH:4]=1.Cl.[CH2:15]([S:22][CH2:23][CH2:24][NH2:25])[C:16]1[CH:21]=[CH:20][CH:19]=[CH:18][CH:17]=1.C(N(CC)CC)C.[Cl-].[Na+]. (4) Given the product [Cl:1][C:2]1[CH:3]=[C:4]([S:9]([NH:12][C:13]2[CH:14]=[N:15][CH:16]=[C:17]([Cl:20])[C:18]=2[OH:19])(=[O:11])=[O:10])[CH:5]=[CH:6][C:7]=1[O:28][C:29]([F:32])([F:31])[F:30], predict the reactants needed to synthesize it. The reactants are: [Cl:1][C:2]1[CH:3]=[C:4]([S:9]([NH:12][C:13]2[CH:14]=[N:15][CH:16]=[C:17]([Cl:20])[C:18]=2[OH:19])(=[O:11])=[O:10])[CH:5]=[C:6](Cl)[CH:7]=1.ClC1C=C(S(Cl)(=O)=O)C=CC=1[O:28][C:29]([F:32])([F:31])[F:30].ClC1C=C(S(Cl)(=O)=O)C=C(Cl)C=1. (5) Given the product [O:2]1[C:6]2[CH:7]=[CH:8][CH:9]=[C:10]([CH:11]3[CH2:16][CH2:15][N:14]([CH2:17][CH2:18][C@H:19]4[CH2:20][CH2:21][C@H:22]([NH:25][C:32](=[O:33])[C:31]5[CH:35]=[CH:36][C:28]([C:26]#[N:27])=[CH:29][CH:30]=5)[CH2:23][CH2:24]4)[CH2:13][CH2:12]3)[C:5]=2[O:4][CH2:3]1, predict the reactants needed to synthesize it. The reactants are: Cl.[O:2]1[C:6]2[CH:7]=[CH:8][CH:9]=[C:10]([CH:11]3[CH2:16][CH2:15][N:14]([CH2:17][CH2:18][C@H:19]4[CH2:24][CH2:23][C@H:22]([NH2:25])[CH2:21][CH2:20]4)[CH2:13][CH2:12]3)[C:5]=2[O:4][CH2:3]1.[C:26]([C:28]1[CH:36]=[CH:35][C:31]([C:32](O)=[O:33])=[CH:30][CH:29]=1)#[N:27]. (6) Given the product [NH2:1][C:2]1[CH:7]=[CH:6][CH:5]=[CH:4][C:3]=1[NH:8][C:9](=[O:28])[C:10]1[CH:11]=[CH:12][C:13]([N:16]2[CH2:20][CH2:19][C@H:18]([S@@:21]([C:22]3[CH:27]=[CH:26][CH:25]=[CH:24][N:23]=3)=[O:37])[CH2:17]2)=[CH:14][CH:15]=1, predict the reactants needed to synthesize it. The reactants are: [NH2:1][C:2]1[CH:7]=[CH:6][CH:5]=[CH:4][C:3]=1[NH:8][C:9](=[O:28])[C:10]1[CH:15]=[CH:14][C:13]([N:16]2[CH2:20][CH2:19][C@H:18]([S:21][C:22]3[CH:27]=[CH:26][CH:25]=[CH:24][N:23]=3)[CH2:17]2)=[CH:12][CH:11]=1.C1C=C(Cl)C=C(C(OO)=[O:37])C=1. (7) Given the product [NH2:1][C:4]1[CH:5]=[N:6][CH:7]=[CH:8][C:9]=1[CH2:10][CH:11]1[CH2:12][CH2:13][N:14]([C:17]([O:19][C:20]([CH3:23])([CH3:22])[CH3:21])=[O:18])[CH2:15][CH2:16]1, predict the reactants needed to synthesize it. The reactants are: [N+:1]([C:4]1[CH:5]=[N:6][CH:7]=[CH:8][C:9]=1[CH:10]=[C:11]1[CH2:16][CH2:15][N:14]([C:17]([O:19][C:20]([CH3:23])([CH3:22])[CH3:21])=[O:18])[CH2:13][CH2:12]1)([O-])=O. (8) Given the product [Br:1][C:2]1[C:3]([CH3:16])=[C:4]([NH:8][C:9]([C:11]2[N:15]([CH2:24][CH:25]([O:29][CH2:30][CH3:31])[O:26][CH2:27][CH3:28])[CH:14]=[CH:13][N:12]=2)=[O:10])[CH:5]=[CH:6][CH:7]=1, predict the reactants needed to synthesize it. The reactants are: [Br:1][C:2]1[C:3]([CH3:16])=[C:4]([NH:8][C:9]([C:11]2[NH:12][CH:13]=[CH:14][N:15]=2)=[O:10])[CH:5]=[CH:6][CH:7]=1.C(=O)([O-])[O-].[K+].[K+].Br[CH2:24][CH:25]([O:29][CH2:30][CH3:31])[O:26][CH2:27][CH3:28]. (9) Given the product [N:18]1([C:22]([C:24]2[N:25]=[CH:26][C:27]([O:1][C:2]3[CH:3]=[C:4]([CH:9]=[C:10]([O:12][C@@H:13]([CH3:17])[CH2:14][O:15][CH3:16])[CH:11]=3)[C:5]([O:7][CH3:8])=[O:6])=[N:28][CH:29]=2)=[O:23])[CH2:21][CH2:20][CH2:19]1, predict the reactants needed to synthesize it. The reactants are: [OH:1][C:2]1[CH:3]=[C:4]([CH:9]=[C:10]([O:12][C@@H:13]([CH3:17])[CH2:14][O:15][CH3:16])[CH:11]=1)[C:5]([O:7][CH3:8])=[O:6].[N:18]1([C:22]([C:24]2[CH:29]=[N:28][C:27](Cl)=[CH:26][N:25]=2)=[O:23])[CH2:21][CH2:20][CH2:19]1.C(=O)([O-])[O-].[Cs+].[Cs+].CS(C)=O. (10) Given the product [Cl:16][C:4]1[CH:5]=[C:6]([N:8]2[C:13](=[O:14])[NH:12][C:11](=[O:15])[CH:10]=[N:9]2)[CH:7]=[C:2]([Cl:1])[C:3]=1[CH:17]([C:21]1[CH:26]=[CH:25][C:24]([Cl:27])=[CH:23][CH:22]=1)[C:18](=[O:19])[CH2:29][CH3:30], predict the reactants needed to synthesize it. The reactants are: [Cl:1][C:2]1[CH:7]=[C:6]([N:8]2[C:13](=[O:14])[NH:12][C:11](=[O:15])[CH:10]=[N:9]2)[CH:5]=[C:4]([Cl:16])[C:3]=1[CH:17]([C:21]1[CH:26]=[CH:25][C:24]([Cl:27])=[CH:23][CH:22]=1)[C:18](Cl)=[O:19].Cl[CH2:29][CH2:30][Mg].[NH4+].[Cl-].O.